Dataset: Rat liver microsome stability data. Task: Regression/Classification. Given a drug SMILES string, predict its absorption, distribution, metabolism, or excretion properties. Task type varies by dataset: regression for continuous measurements (e.g., permeability, clearance, half-life) or binary classification for categorical outcomes (e.g., BBB penetration, CYP inhibition). Dataset: rlm. (1) The compound is CS(=O)(=O)c1cccc(Oc2cccc(-n3cnc4c(C(F)(F)F)cccc43)c2)c1. The result is 1 (stable in rat liver microsomes). (2) The molecule is NC(=O)C1CCN(c2ncnc(-c3ccc4c(c3)OCCCO4)n2)CC1. The result is 1 (stable in rat liver microsomes). (3) The compound is CC[C@H](Nc1ncnc2[nH]cnc12)c1nc2cccc(CCCCCC(=O)NO)c2c(=O)n1-c1ccccc1. The result is 1 (stable in rat liver microsomes).